Dataset: Full USPTO retrosynthesis dataset with 1.9M reactions from patents (1976-2016). Task: Predict the reactants needed to synthesize the given product. (1) Given the product [N:11]1([C:9]([O:8][CH2:1][C:2]2[CH:3]=[CH:4][CH:5]=[CH:6][CH:7]=2)=[O:10])[CH2:16][CH2:15][N:14]([C:17]([O:19][C:20]([CH3:22])([CH3:23])[CH3:21])=[O:18])[CH2:13][CH:12]1[C:24]([O:26][CH3:27])=[O:25], predict the reactants needed to synthesize it. The reactants are: [CH2:1]([O:8][C:9]([N:11]1[CH2:16][CH2:15][N:14]([C:17]([O:19][C:20]([CH3:23])([CH3:22])[CH3:21])=[O:18])[CH2:13][CH:12]1[C:24]([OH:26])=[O:25])=[O:10])[C:2]1[CH:7]=[CH:6][CH:5]=[CH:4][CH:3]=1.[C:27]([O-])([O-])=O.[K+].[K+].COS(OC)(=O)=O. (2) Given the product [Br:1][C:2]1[CH:3]=[C:4]([S:8]([NH:11][C:12]2[C:17]([OH:18])=[CH:16][C:15]([Cl:20])=[CH:14][N:13]=2)(=[O:10])=[O:9])[CH:5]=[N:6][CH:7]=1, predict the reactants needed to synthesize it. The reactants are: [Br:1][C:2]1[CH:3]=[C:4]([S:8]([NH:11][C:12]2[C:17]([O:18]C)=[CH:16][C:15]([Cl:20])=[CH:14][N:13]=2)(=[O:10])=[O:9])[CH:5]=[N:6][CH:7]=1.B(Br)(Br)Br. (3) The reactants are: Cl.Cl.[N:3]12[CH2:10][CH2:9][CH:6]([CH2:7][CH2:8]1)[C@@H:5]([NH2:11])[CH2:4]2.[Br:12][C:13]1[S:17][C:16]([C:18](O)=[O:19])=[CH:15][CH:14]=1.O.ON1C2C=CC=CC=2N=N1.F[B-](F)(F)F.N1(OC(N(C)C)=[N+](C)C)C2C=CC=CC=2N=N1.C(N(CC)C(C)C)(C)C. Given the product [N:3]12[CH2:10][CH2:9][CH:6]([CH2:7][CH2:8]1)[C@@H:5]([NH:11][C:18]([C:16]1[S:17][C:13]([Br:12])=[CH:14][CH:15]=1)=[O:19])[CH2:4]2, predict the reactants needed to synthesize it. (4) Given the product [C:1]([O:5][C:6]([NH:8][C:9]1[CH:10]=[C:11]([C:15]([NH:17][C@@:18]2([C:23]([OH:25])=[O:24])[CH2:22][CH2:21][O:20][CH2:19]2)=[O:16])[CH:12]=[N:13][CH:14]=1)=[O:7])([CH3:4])([CH3:2])[CH3:3], predict the reactants needed to synthesize it. The reactants are: [C:1]([O:5][C:6]([NH:8][C:9]1[CH:10]=[C:11]([C:15]([NH:17][C@@:18]2([C:23]([O:25]CCCC)=[O:24])[CH2:22][CH2:21][O:20][CH2:19]2)=[O:16])[CH:12]=[N:13][CH:14]=1)=[O:7])([CH3:4])([CH3:3])[CH3:2].[OH-].[Na+]. (5) The reactants are: [N:1]1[CH:6]=[CH:5][CH:4]=[CH:3][C:2]=1[CH:7]=O.[CH3:9][O:10][C:11]1[CH:19]=[CH:18][CH:17]=[CH:16][C:12]=1[C@H:13]([NH2:15])[CH3:14]. Given the product [CH3:9][O:10][C:11]1[CH:19]=[CH:18][CH:17]=[CH:16][C:12]=1[C@H:13]([NH:15][CH2:7][C:2]1[CH:3]=[CH:4][CH:5]=[CH:6][N:1]=1)[CH3:14], predict the reactants needed to synthesize it. (6) Given the product [CH3:20][C:21]1[CH:26]=[C:25]([CH3:27])[CH:24]=[CH:23][C:22]=1[S:28][C:2]1[C:9]([C:10]#[N:11])=[C:8]([O:12][CH:13]([CH3:15])[CH3:14])[C:7]([O:16][CH:17]([CH3:19])[CH3:18])=[CH:6][C:3]=1[C:4]#[N:5], predict the reactants needed to synthesize it. The reactants are: Br[C:2]1[C:9]([C:10]#[N:11])=[C:8]([O:12][CH:13]([CH3:15])[CH3:14])[C:7]([O:16][CH:17]([CH3:19])[CH3:18])=[CH:6][C:3]=1[C:4]#[N:5].[CH3:20][C:21]1[CH:26]=[C:25]([CH3:27])[CH:24]=[CH:23][C:22]=1[SH:28]. (7) Given the product [Br:44][C:45]1[CH:46]=[C:47]([S:51][C:52]2[C:57]([O:10][CH2:9][CH2:8][CH2:7][C:3]3[CH:2]=[N:1][CH:6]=[CH:5][CH:4]=3)=[CH:56][CH:55]=[CH:54][N:53]=2)[CH:48]=[CH:49][CH:50]=1, predict the reactants needed to synthesize it. The reactants are: [N:1]1[CH:6]=[CH:5][CH:4]=[C:3]([CH2:7][CH2:8][CH2:9][OH:10])[CH:2]=1.C1(P(C2C=CC=CC=2)C2C=CC=CC=2)C=CC=CC=1.N(C(OC(C)C)=O)=NC(OC(C)C)=O.[Br:44][C:45]1[CH:46]=[C:47]([S:51][C:52]2[C:57](O)=[CH:56][CH:55]=[CH:54][N:53]=2)[CH:48]=[CH:49][CH:50]=1. (8) Given the product [F:27][C:24]1[CH:23]=[CH:22][C:21]([C:18]2[CH:19]=[CH:20][C:15]([O:14][CH:11]3[CH2:12][CH2:13][NH:8][CH2:9][CH2:10]3)=[N:16][CH:17]=2)=[CH:26][CH:25]=1, predict the reactants needed to synthesize it. The reactants are: C(OC([N:8]1[CH2:13][CH2:12][CH:11]([O:14][C:15]2[CH:20]=[CH:19][C:18]([C:21]3[CH:26]=[CH:25][C:24]([F:27])=[CH:23][CH:22]=3)=[CH:17][N:16]=2)[CH2:10][CH2:9]1)=O)(C)(C)C.Cl.